From a dataset of Forward reaction prediction with 1.9M reactions from USPTO patents (1976-2016). Predict the product of the given reaction. (1) Given the reactants [OH-].[Na+].[CH2:3]([O:6][C:7]([N:9]1[C:15]2[CH:16]=[C:17]([O:22][CH2:23][CH2:24][CH2:25][C:26]([O:28]C)=[O:27])[C:18]([O:20][CH3:21])=[CH:19][C:14]=2[CH2:13][N:12]2[CH2:30][CH2:31][CH2:32][C@H:11]2[C@@H:10]1[O:33][CH3:34])=[O:8])[CH:4]=[CH2:5], predict the reaction product. The product is: [CH2:3]([O:6][C:7]([N:9]1[C:15]2[CH:16]=[C:17]([O:22][CH2:23][CH2:24][CH2:25][C:26]([OH:28])=[O:27])[C:18]([O:20][CH3:21])=[CH:19][C:14]=2[CH2:13][N:12]2[CH2:30][CH2:31][CH2:32][C@H:11]2[C@@H:10]1[O:33][CH3:34])=[O:8])[CH:4]=[CH2:5]. (2) Given the reactants [Br:1][CH2:2][CH2:3][CH2:4][CH2:5][CH2:6][CH2:7][CH2:8][CH2:9][CH2:10][CH2:11][C:12]([OH:14])=O.S(Cl)([Cl:17])=O, predict the reaction product. The product is: [Br:1][CH2:2][CH2:3][CH2:4][CH2:5][CH2:6][CH2:7][CH2:8][CH2:9][CH2:10][CH2:11][C:12]([Cl:17])=[O:14]. (3) Given the reactants [C:1]([C:3]1[CH:4]=[C:5]2[C:10](=[C:11]([C:13]#[C:14][Si:15]([CH3:18])([CH3:17])[CH3:16])[CH:12]=1)[O:9][C:8]([CH3:20])([CH3:19])[CH2:7][C:6]2([CH3:22])[CH3:21])#[CH:2].[CH3:23][O:24][C:25](=[O:35])[CH2:26][C:27]1[CH:32]=[CH:31][C:30](I)=[CH:29][C:28]=1[F:34].C(N(CC)CC)C.C(OCC)(=O)C, predict the reaction product. The product is: [CH3:23][O:24][C:25](=[O:35])[CH2:26][C:27]1[CH:32]=[CH:31][C:30]([C:2]#[C:1][C:3]2[CH:4]=[C:5]3[C:10](=[C:11]([C:13]#[C:14][Si:15]([CH3:18])([CH3:17])[CH3:16])[CH:12]=2)[O:9][C:8]([CH3:20])([CH3:19])[CH2:7][C:6]3([CH3:22])[CH3:21])=[CH:29][C:28]=1[F:34]. (4) Given the reactants [O:1]1[CH2:6][CH2:5][CH2:4][NH:3][C:2]1=[S:7].[CH3:8][O:9][S:10]([C:13]([F:16])([F:15])[F:14])(=[O:12])=[O:11].CCOCC, predict the reaction product. The product is: [F:14][C:13]([F:16])([F:15])[S:10]([OH:12])(=[O:11])=[O:9].[CH3:8][S:7][C:2]1[O:1][CH2:6][CH2:5][CH2:4][N:3]=1. (5) Given the reactants [C:1]([O:5][C:6]([NH:8][CH:9]([CH2:13][C:14]1[CH:19]=[CH:18][C:17]([F:20])=[CH:16][CH:15]=1)[C:10]([OH:12])=[O:11])=[O:7])([CH3:4])([CH3:3])[CH3:2].IC.[H-].[Na+].[C:25](OCC)(=O)C, predict the reaction product. The product is: [C:1]([O:5][C:6]([N:8]([C@H:9]([CH2:13][C:14]1[CH:19]=[CH:18][C:17]([F:20])=[CH:16][CH:15]=1)[C:10]([OH:12])=[O:11])[CH3:25])=[O:7])([CH3:4])([CH3:2])[CH3:3].